From a dataset of Forward reaction prediction with 1.9M reactions from USPTO patents (1976-2016). Predict the product of the given reaction. (1) Given the reactants [F:1][C:2]1[CH:3]=[C:4]2[C:8](=[CH:9][CH:10]=1)[NH:7][N:6]=[C:5]2[I:11].Br[CH2:13][CH:14]([OH:19])[C:15]([F:18])([F:17])[F:16], predict the reaction product. The product is: [F:1][C:2]1[CH:3]=[C:4]2[C:8](=[CH:9][CH:10]=1)[N:7]([CH2:13][CH:14]([OH:19])[C:15]([F:18])([F:17])[F:16])[N:6]=[C:5]2[I:11]. (2) Given the reactants [CH2:1]([N:6]=[C:7]=[O:8])[CH2:2][CH2:3][CH2:4][CH3:5].[CH3:9][NH:10][C:11]1[CH:12]=[C:13]([C:17]2[CH:22]=[CH:21][C:20]([CH2:23][CH2:24][C:25]([O:27][CH3:28])=[O:26])=[CH:19][CH:18]=2)[CH:14]=[CH:15][CH:16]=1.O1CCCC1.C(N(CC)CC)C, predict the reaction product. The product is: [CH3:9][N:10]([C:11]1[CH:12]=[C:13]([C:17]2[CH:22]=[CH:21][C:20]([CH2:23][CH2:24][C:25]([O:27][CH3:28])=[O:26])=[CH:19][CH:18]=2)[CH:14]=[CH:15][CH:16]=1)[C:7]([NH:6][CH2:1][CH2:2][CH2:3][CH2:4][CH3:5])=[O:8]. (3) Given the reactants [F:1][C:2]1[C:10]([F:11])=[CH:9][C:8]([C:12]([O:14][CH3:15])=[O:13])=[C:7]2[C:3]=1[CH:4]=[C:5]([CH3:16])[NH:6]2.C([SiH](CC)CC)C, predict the reaction product. The product is: [CH3:15][O:14][C:12]([C:8]1[CH:9]=[C:10]([F:11])[C:2]([F:1])=[C:3]2[C:7]=1[NH:6][CH:5]([CH3:16])[CH2:4]2)=[O:13].